From a dataset of Drug-target binding data from BindingDB using IC50 measurements. Regression. Given a target protein amino acid sequence and a drug SMILES string, predict the binding affinity score between them. We predict pIC50 (pIC50 = -log10(IC50 in M); higher means more potent). Dataset: bindingdb_ic50. The drug is CC[C@H]1C(=O)N(C(=O)NCc2ccccc2)[C@@H]1Oc1ccc(C(=O)O)cc1. The target protein (P16753) has sequence MTMDEQQSQAVAPVYVGGFLARYDQSPDEAELLLPRDVVEHWLHAQGQGQPSLSVALPLNINHDDTAVVGHVAAMQSVRDGLFCLGCVTSPRFLEIVRRASEKSELVSRGPVSPLQPDKVVEFLSGSYAGLSLSSRRCDDVEAATSLSGSETTPFKHVALCSVGRRRGTLAVYGRDPEWVTQRFPDLTAADRDGLRAQWQRCGSTAVDASGDPFRSDSYGLLGNSVDALYIRERLPKLRYDKQLVGVTERESYVKASVSPEAACDIKAASAERSGDSRSQAATPAAGARVPSSSPSPPVEPPSPVQPPALPASPSVLPAESPPSLSPSEPAEAASMSHPLSAAVPAATAPPGATVAGASPAVSSLAWPHDGVYLPKDAFFSLLGASRSAVPVMYPGAVAAPPSASPAPLPLPSYPASYGAPVVGYDQLAARHFADYVDPHYPGWGRRYEPAPSLHPSYPVPPPPSPAYYRRRDSPGGMDEPPSGWERYDGGHRGQSQKQH.... The pIC50 is 4.3.